From a dataset of Forward reaction prediction with 1.9M reactions from USPTO patents (1976-2016). Predict the product of the given reaction. (1) Given the reactants P(Cl)(Cl)(Cl)=O.Cl.[NH2:7][C:8]1[CH:9]=[C:10]([CH:19]=[CH:20][CH:21]=1)[CH2:11][N:12]1[C:16](=[O:17])[CH2:15][S:14][C:13]1=[O:18].[O:22]([C:29]1[CH:30]=[C:31]([CH2:35][C:36](O)=[O:37])[CH:32]=[CH:33][CH:34]=1)[C:23]1[CH:28]=[CH:27][CH:26]=[CH:25][CH:24]=1.N1C=CC=CC=1.Cl, predict the reaction product. The product is: [O:22]([C:29]1[CH:30]=[C:31]([CH2:35][C:36]([NH:7][C:8]2[CH:9]=[C:10]([CH:19]=[CH:20][CH:21]=2)[CH2:11][N:12]2[C:16](=[O:17])[CH2:15][S:14][C:13]2=[O:18])=[O:37])[CH:32]=[CH:33][CH:34]=1)[C:23]1[CH:24]=[CH:25][CH:26]=[CH:27][CH:28]=1. (2) Given the reactants I[C:2]1[C:10]2[C:5](=[N:6][CH:7]=[C:8]([C:11]3[CH:12]=[C:13]([O:17]S(C4C=CC(C)=CC=4)(=O)=O)[CH:14]=[CH:15][CH:16]=3)[CH:9]=2)[N:4](S(C2C=CC(C)=CC=2)(=O)=O)[CH:3]=1.C1(C)C=CC=CC=1P(C1C=CC=CC=1C)C1C=CC=CC=1C.C(N(CC)CC)C.[CH:67]([C:69]1[CH:74]=[CH:73][CH:72]=[CH:71][N:70]=1)=[CH2:68], predict the reaction product. The product is: [N:70]1[CH:71]=[CH:72][CH:73]=[CH:74][C:69]=1[CH:67]=[CH:68][C:2]1[C:10]2[C:5](=[N:6][CH:7]=[C:8]([C:11]3[CH:12]=[C:13]([OH:17])[CH:14]=[CH:15][CH:16]=3)[CH:9]=2)[NH:4][CH:3]=1.